Dataset: Catalyst prediction with 721,799 reactions and 888 catalyst types from USPTO. Task: Predict which catalyst facilitates the given reaction. (1) Reactant: COC([C:5]1([NH2:10])[CH2:9][CH:8]=[CH:7][S:6]1)=O.C(N(CC)CC)C.[CH3:18][S:19](Cl)(=[O:21])=[O:20].[CH3:23][O-:24].[Na+].[CH3:26][OH:27]. Product: [CH3:18][S:19]([NH:10][C:5]1[S:6][CH:7]=[CH:8][C:9]=1[C:23]([O:27][CH3:26])=[O:24])(=[O:21])=[O:20]. The catalyst class is: 2. (2) Reactant: [NH2:1][C:2]1[CH:10]=[CH:9][CH:8]=[C:7]([Cl:11])[C:3]=1[C:4](O)=[O:5].[H-].[Al+3].[Li+].[H-].[H-].[H-].O.[OH-].[Na+]. Product: [NH2:1][C:2]1[CH:10]=[CH:9][CH:8]=[C:7]([Cl:11])[C:3]=1[CH2:4][OH:5]. The catalyst class is: 1. (3) Reactant: [F:1][C:2]1[CH:8]=[C:7]([B:9]2[O:13][C:12]([CH3:15])([CH3:14])[C:11]([CH3:17])([CH3:16])[O:10]2)[CH:6]=[CH:5][C:3]=1[NH2:4].[S:18](Cl)([CH3:21])(=[O:20])=[O:19]. Product: [F:1][C:2]1[CH:8]=[C:7]([B:9]2[O:13][C:12]([CH3:15])([CH3:14])[C:11]([CH3:17])([CH3:16])[O:10]2)[CH:6]=[CH:5][C:3]=1[NH:4][S:18]([CH3:21])(=[O:20])=[O:19]. The catalyst class is: 300. (4) Reactant: [CH2:1]([OH:4])[CH2:2][OH:3].[H-].[Na+].F[C:8]1[CH:17]=[CH:16][CH:15]=[C:14]2[C:9]=1[CH:10]=[N:11][C:12]([CH3:18])=[N:13]2. Product: [CH3:18][C:12]1[N:11]=[CH:10][C:9]2[C:14](=[CH:15][CH:16]=[CH:17][C:8]=2[O:3][CH2:2][CH2:1][OH:4])[N:13]=1. The catalyst class is: 9. (5) Reactant: [Br:1][C:2]1[CH:11]=[CH:10][CH:9]=[C:8]2[C:3]=1[CH:4]=[CH:5][CH:6]=[C:7]2[C:12](O)=[O:13].B.CO. Product: [Br:1][C:2]1[CH:11]=[CH:10][CH:9]=[C:8]2[C:3]=1[CH:4]=[CH:5][CH:6]=[C:7]2[CH2:12][OH:13]. The catalyst class is: 1. (6) Reactant: [Cl:1][C:2]1[C:7]([F:8])=[CH:6][CH:5]=[C:4]([Cl:9])[C:3]=1[C@H:10]([O:12][C:13]1[C:14]([NH2:19])=[N:15][CH:16]=[CH:17][CH:18]=1)[CH3:11].C1C(=O)N([Br:27])C(=O)C1. Product: [Cl:1][C:2]1[C:7]([F:8])=[CH:6][CH:5]=[C:4]([Cl:9])[C:3]=1[C@H:10]([O:12][C:13]1[C:14]([NH2:19])=[N:15][CH:16]=[C:17]([Br:27])[CH:18]=1)[CH3:11]. The catalyst class is: 10. (7) Reactant: [N:1]1([C:11]2[C:12]([C:25]3[CH:30]=[CH:29][CH:28]=[CH:27][CH:26]=3)=[N:13][C:14]3[C:19]([N:20]=2)=[CH:18][C:17]([C:21]([O:23]C)=[O:22])=[CH:16][CH:15]=3)[C:10]2[C:5](=[CH:6][CH:7]=[CH:8][CH:9]=2)[CH2:4][CH2:3][CH2:2]1.[OH-].[Na+]. Product: [N:1]1([C:11]2[C:12]([C:25]3[CH:30]=[CH:29][CH:28]=[CH:27][CH:26]=3)=[N:13][C:14]3[C:19]([N:20]=2)=[CH:18][C:17]([C:21]([OH:23])=[O:22])=[CH:16][CH:15]=3)[C:10]2[C:5](=[CH:6][CH:7]=[CH:8][CH:9]=2)[CH2:4][CH2:3][CH2:2]1. The catalyst class is: 24. (8) Reactant: C1(C)C=CC=CC=1.[CH2:8]([C:12]1[CH:18]=[CH:17][C:15]([NH2:16])=[CH:14][CH:13]=1)[CH2:9][CH2:10][CH3:11].[C:19](OC(=O)C)(=[O:21])[CH3:20]. Product: [C:19]([NH:16][C:15]1[CH:14]=[CH:13][C:12]([CH2:8][CH2:9][CH2:10][CH3:11])=[CH:18][CH:17]=1)(=[O:21])[CH3:20]. The catalyst class is: 6. (9) Reactant: [CH2:1]([OH:4])[CH2:2][OH:3].[NH2:5][C:6]1[CH:7]=[N:8][CH:9]=[CH:10][C:11]=1[C:12](=O)[CH3:13]. Product: [CH3:13][C:12]1([C:11]2[CH:10]=[CH:9][N:8]=[CH:7][C:6]=2[NH2:5])[O:4][CH2:1][CH2:2][O:3]1. The catalyst class is: 133. (10) The catalyst class is: 3. Reactant: Cl.Cl.[CH2:3]([O:7][C:8]1[CH:13]=[C:12]([N:14]2[CH2:19][CH2:18][NH:17][CH2:16][CH2:15]2)[N:11]=[CH:10][N:9]=1)[CH:4]([CH3:6])[CH3:5].[OH:20][C@H:21]([C:25]1[CH:30]=[CH:29][CH:28]=[CH:27][CH:26]=1)[C:22](O)=[O:23].C(N(CC)CC)C.CN(C(ON1N=NC2C=CC=CC1=2)=[N+](C)C)C.F[P-](F)(F)(F)(F)F. Product: [OH:20][C@H:21]([C:25]1[CH:30]=[CH:29][CH:28]=[CH:27][CH:26]=1)[C:22]([N:17]1[CH2:18][CH2:19][N:14]([C:12]2[CH:13]=[C:8]([O:7][CH2:3][CH:4]([CH3:6])[CH3:5])[N:9]=[CH:10][N:11]=2)[CH2:15][CH2:16]1)=[O:23].